Task: Predict the reactants needed to synthesize the given product.. Dataset: Full USPTO retrosynthesis dataset with 1.9M reactions from patents (1976-2016) (1) Given the product [CH2:7]([O:6][C:4](=[O:5])[C:3]([C:1]#[N:2])=[C:9]([O:11][CH2:12][CH3:13])[CH3:10])[CH3:8], predict the reactants needed to synthesize it. The reactants are: [C:1]([CH2:3][C:4]([O:6][CH2:7][CH3:8])=[O:5])#[N:2].[C:9](OCC)(OCC)([O:11][CH2:12][CH3:13])[CH3:10]. (2) Given the product [CH3:10][O:9][C:8]1[C:3]([CH:2]=[O:14])=[N:4][C:5]([O:11][CH3:12])=[CH:6][CH:7]=1, predict the reactants needed to synthesize it. The reactants are: Br[CH2:2][C:3]1[C:8]([O:9][CH3:10])=[CH:7][CH:6]=[C:5]([O:11][CH3:12])[N:4]=1.C(=O)(O)[O-:14].[Na+].[I-].[Na+].O. (3) Given the product [O:1]=[C:2]1[NH:6][C:5]2([C:15]3[C:10](=[CH:11][CH:12]=[CH:13][CH:14]=3)[O:9][CH2:8][CH2:7]2)[C:4](=[O:16])[N:3]1[CH2:17][C:18]([OH:20])=[O:19], predict the reactants needed to synthesize it. The reactants are: [O:1]=[C:2]1[NH:6][C:5]2([C:15]3[C:10](=[CH:11][CH:12]=[CH:13][CH:14]=3)[O:9][CH2:8][CH2:7]2)[C:4](=[O:16])[N:3]1[CH2:17][C:18]([O:20]C(C)(C)C)=[O:19].C(O)(C(F)(F)F)=O. (4) Given the product [CH2:25]([O:24][C:22]([C:20]1[N:19]([CH:2]2[CH2:7][CH2:6][N:5]([C:8]([O:10][C:11]([CH3:14])([CH3:13])[CH3:12])=[O:9])[CH2:4][CH2:3]2)[N:18]=[C:17]([C:16]([F:27])([F:28])[F:15])[CH:21]=1)=[O:23])[CH3:26], predict the reactants needed to synthesize it. The reactants are: I[CH:2]1[CH2:7][CH2:6][N:5]([C:8]([O:10][C:11]([CH3:14])([CH3:13])[CH3:12])=[O:9])[CH2:4][CH2:3]1.[F:15][C:16]([F:28])([F:27])[C:17]1[CH:21]=[C:20]([C:22]([O:24][CH2:25][CH3:26])=[O:23])[NH:19][N:18]=1.C(=O)([O-])[O-].[K+].[K+].O. (5) Given the product [Cl:25][C:21]1[CH:22]=[N:23][CH:24]=[C:3]([Cl:2])[C:4]=1[C:5]([NH:7][C:8]1[CH:20]=[CH:19][C:11]([CH2:12][C@@H:13]([C:15]([O:17][CH3:18])=[O:16])[NH2:14])=[CH:10][CH:9]=1)=[O:6], predict the reactants needed to synthesize it. The reactants are: Cl.[Cl:2][C:3]1[CH:24]=[N:23][CH:22]=[C:21]([Cl:25])[C:4]=1[C:5]([NH:7][C:8]1[CH:20]=[CH:19][C:11]([CH2:12][C@@H:13]([C:15]([O:17][CH3:18])=[O:16])[NH2:14])=[CH:10][CH:9]=1)=[O:6].F[P-](F)(F)(F)(F)F.N1(O[P+](N2CCCC2)(N2CCCC2)N2CCCC2)C2C=CC=CC=2N=N1.